This data is from Catalyst prediction with 721,799 reactions and 888 catalyst types from USPTO. The task is: Predict which catalyst facilitates the given reaction. Reactant: Br[C:2]1[CH:3]=[C:4]([CH:9]2[N:13]([C:14]3[CH:19]=[CH:18][C:17]([F:20])=[CH:16][C:15]=3[F:21])[N:12]=[C:11]([C:22]([F:28])([F:27])[C:23]([F:26])([F:25])[F:24])[CH2:10]2)[CH:5]=[CH:6][C:7]=1[F:8].[NH:29]1[CH2:34][CH2:33][O:32][CH2:31][CH2:30]1.C1C=CC(P(C2C(C3C(P(C4C=CC=CC=4)C4C=CC=CC=4)=CC=C4C=3C=CC=C4)=C3C(C=CC=C3)=CC=2)C2C=CC=CC=2)=CC=1.CC(C)([O-])C.[Na+]. Product: [F:21][C:15]1[CH:16]=[C:17]([F:20])[CH:18]=[CH:19][C:14]=1[N:13]1[CH:9]([C:4]2[CH:5]=[CH:6][C:7]([F:8])=[C:2]([N:29]3[CH2:34][CH2:33][O:32][CH2:31][CH2:30]3)[CH:3]=2)[CH2:10][C:11]([C:22]([F:28])([F:27])[C:23]([F:26])([F:25])[F:24])=[N:12]1. The catalyst class is: 187.